From a dataset of Full USPTO retrosynthesis dataset with 1.9M reactions from patents (1976-2016). Predict the reactants needed to synthesize the given product. (1) The reactants are: [CH2:1]([O:8][C:9]1[CH:24]=[CH:23][C:12]([C:13](OCC2C=CC=CC=2)=[O:14])=[C:11]([F:25])[CH:10]=1)[C:2]1[CH:7]=[CH:6][CH:5]=[CH:4][CH:3]=1.[H-].[Al+3].[Li+].[H-].[H-].[H-].C(OCC)(=O)C. Given the product [CH2:1]([O:8][C:9]1[CH:24]=[CH:23][C:12]([CH2:13][OH:14])=[C:11]([F:25])[CH:10]=1)[C:2]1[CH:3]=[CH:4][CH:5]=[CH:6][CH:7]=1, predict the reactants needed to synthesize it. (2) Given the product [F:5][C:6]1[CH:14]=[CH:13][C:9]([C:10]([NH:2][CH3:1])=[O:11])=[CH:8][CH:7]=1, predict the reactants needed to synthesize it. The reactants are: [CH3:1][NH2:2].[OH-].[Na+].[F:5][C:6]1[CH:14]=[CH:13][C:9]([C:10](Cl)=[O:11])=[CH:8][CH:7]=1.